From a dataset of Reaction yield outcomes from USPTO patents with 853,638 reactions. Predict the reaction yield, written as a fraction of the theoretical maximum amount of product (1.0 means a 100% yield; for example, 0.34 means a 34% yield). (1) The reactants are [Cl:1][C:2]1[CH:7]=[CH:6][C:5]([C:8](=O)[CH2:9][C:10](=O)[C:11]([F:14])([F:13])[F:12])=[CH:4][C:3]=1[CH3:17].[NH2:18][C:19]1[C:23]([C:24]#[N:25])=[CH:22][NH:21][N:20]=1. No catalyst specified. The product is [Cl:1][C:2]1[CH:7]=[CH:6][C:5]([C:8]2[CH:9]=[C:10]([C:11]([F:14])([F:13])[F:12])[N:20]3[N:21]=[CH:22][C:23]([C:24]#[N:25])=[C:19]3[N:18]=2)=[CH:4][C:3]=1[CH3:17]. The yield is 0.380. (2) The reactants are [Cl:1][CH2:2][CH2:3][CH2:4][CH2:5][N:6]1[C:10]2[CH:11]=[C:12]([C:25]([OH:27])=O)[C:13]([NH:16][C:17]3[CH:22]=[CH:21][C:20]([I:23])=[CH:19][C:18]=3[Cl:24])=[C:14]([F:15])[C:9]=2[N:8]=[CH:7]1.C(N(CC)CC)C.C1C=CC2N(O)N=NC=2C=1.[CH:45]([O:47][CH2:48][CH2:49][O:50][NH2:51])=[CH2:46].CCN=C=NCCCN(C)C. The catalyst is CN(C=O)C.C(OCC)(=O)C.C1COCC1. The product is [CH:45]([O:47][CH2:48][CH2:49][O:50][NH:51][C:25]([C:12]1[C:13]([NH:16][C:17]2[CH:22]=[CH:21][C:20]([I:23])=[CH:19][C:18]=2[Cl:24])=[C:14]([F:15])[C:9]2[N:8]=[CH:7][N:6]([CH2:5][CH2:4][CH2:3][CH2:2][Cl:1])[C:10]=2[CH:11]=1)=[O:27])=[CH2:46]. The yield is 0.980. (3) The reactants are [C:1]([NH:4][CH2:5][CH2:6][CH2:7][C@:8]([C@@H:25]1[CH2:30][CH2:29][CH2:28][N:27]([C:31]([C:33]2[CH:48]=[CH:47][C:36]([CH2:37][N:38]([CH3:46])[C:39](=[O:45])[O:40]C(C)(C)C)=[CH:35][CH:34]=2)=[O:32])[CH2:26]1)([C:10]1[CH:15]=[CH:14][CH:13]=[C:12]([Cl:16])[C:11]=1C1C=CC=C(CC)C=1)[OH:9])(=[O:3])[CH3:2].Cl[C:50]1[C:55](C2C=CC=C(CC)C=2)=[C:54]([C@@:64](O)([C@@H]2CCCNC2)[CH2:65]CCNC(=O)C)[CH:53]=[CH:52][CH:51]=1.C(OC(N([CH2:88][C:89]1C=CC(C(O)=O)=[CH:91][CH:90]=1)C)=O)(C)(C)C.CCN(C(C)C)C(C)C.CN(C(ON1N=NC2C=CC=CC1=2)=[N+](C)C)C.F[P-](F)(F)(F)(F)F. The catalyst is CN(C=O)C.O. The product is [C:1]([NH:4][CH2:5][CH2:6][CH2:7][C@:8]([C@@H:25]1[CH2:30][CH2:29][CH2:28][N:27]([C:31]([C:33]2[CH:48]=[CH:47][C:36]([CH2:37][N:38]([CH3:46])[C:39](=[O:45])[O:40][CH2:88][CH2:89][CH2:90][CH3:91])=[CH:35][CH:34]=2)=[O:32])[CH2:26]1)([C:10]1[CH:15]=[CH:14][CH:13]=[C:12]([Cl:16])[C:11]=1[C:52]1[CH:51]=[CH:50][CH:55]=[C:54]([CH2:64][CH3:65])[CH:53]=1)[OH:9])(=[O:3])[CH3:2]. The yield is 0.710.